Dataset: Full USPTO retrosynthesis dataset with 1.9M reactions from patents (1976-2016). Task: Predict the reactants needed to synthesize the given product. (1) Given the product [NH2:11][C:10](=[N:1][OH:2])[C:8]1[CH:9]=[C:4]([Cl:3])[C:5]([NH:12][CH2:13][C:14]([O:16][C:17]([CH3:20])([CH3:19])[CH3:18])=[O:15])=[N:6][CH:7]=1, predict the reactants needed to synthesize it. The reactants are: [NH2:1][OH:2].[Cl:3][C:4]1[C:5]([NH:12][CH2:13][C:14]([O:16][C:17]([CH3:20])([CH3:19])[CH3:18])=[O:15])=[N:6][CH:7]=[C:8]([C:10]#[N:11])[CH:9]=1. (2) Given the product [CH3:46][O:45][C:42]1[CH:41]=[CH:40][C:39]([CH2:38][O:37][C:27]2[CH:28]=[C:29]([N:31]3[CH2:32][CH2:33][O:34][CH2:35][CH2:36]3)[CH:30]=[C:25]([C:7]3[C:20]4[S:19][C:18]5[C:13](=[CH:14][C:15]([N+:21]([O-:23])=[O:22])=[CH:16][CH:17]=5)[S:12][C:11]=4[CH:10]=[CH:9][CH:8]=3)[N:26]=2)=[CH:44][CH:43]=1, predict the reactants needed to synthesize it. The reactants are: C([O-])(=O)C.[K+].Br[C:7]1[C:20]2[S:19][C:18]3[C:13](=[CH:14][C:15]([N+:21]([O-:23])=[O:22])=[CH:16][CH:17]=3)[S:12][C:11]=2[CH:10]=[CH:9][CH:8]=1.Cl[C:25]1[CH:30]=[C:29]([N:31]2[CH2:36][CH2:35][O:34][CH2:33][CH2:32]2)[CH:28]=[C:27]([O:37][CH2:38][C:39]2[CH:44]=[CH:43][C:42]([O:45][CH3:46])=[CH:41][CH:40]=2)[N:26]=1.C(=O)([O-])[O-].[K+].[K+].C1(P(C2CCCCC2)C2C=CC=CC=2C2C(C(C)C)=CC(C(C)C)=CC=2C(C)C)CCCCC1. (3) Given the product [CH2:16]([O:18][C:19]([C:21]1[N:22]([CH3:28])[C:23]([C:9]#[C:8][C:10]2[CH:15]=[CH:14][CH:13]=[CH:12][CH:11]=2)=[N:24][C:25]=1[CH3:26])=[O:20])[CH3:17], predict the reactants needed to synthesize it. The reactants are: C(N(CC)CC)C.[C:8]([C:10]1[CH:15]=[CH:14][CH:13]=[CH:12][CH:11]=1)#[CH:9].[CH2:16]([O:18][C:19]([C:21]1[N:22]([CH3:28])[C:23](Br)=[N:24][C:25]=1[CH3:26])=[O:20])[CH3:17].CC#N. (4) Given the product [CH3:20][O:21][C:22](=[O:31])[CH2:23][C:24]1[CH:25]=[CH:26][C:27]([C:14]#[C:13][C:11]2[CH:12]=[C:5]([C:1]([CH3:4])([CH3:2])[CH3:3])[C:6]([O:16][CH:17]([CH3:19])[CH3:18])=[C:7]([CH:8]=[O:9])[C:10]=2[CH3:15])=[CH:28][CH:29]=1, predict the reactants needed to synthesize it. The reactants are: [C:1]([C:5]1[C:6]([O:16][CH:17]([CH3:19])[CH3:18])=[C:7]([C:10]([CH3:15])=[C:11]([C:13]#[CH:14])[CH:12]=1)[CH:8]=[O:9])([CH3:4])([CH3:3])[CH3:2].[CH3:20][O:21][C:22](=[O:31])[CH2:23][C:24]1[CH:29]=[CH:28][C:27](I)=[CH:26][CH:25]=1.C(N(CC)CC)C.C(OCC)(=O)C. (5) Given the product [ClH:59].[C:47]1([CH:46]([C:53]2[CH:54]=[CH:55][CH:56]=[CH:57][CH:58]=2)[CH2:45][NH:44][C:23]2[N:22]=[C:21]([NH:20][C@H:17]3[CH2:18][CH2:19][NH:15][CH2:16]3)[N:29]=[C:28]3[C:24]=2[N:25]=[CH:26][N:27]3[C@@H:30]2[CH2:34][C@H:33]([NH:35][C:36]([CH:38]3[CH2:39][CH2:40][CH2:41]3)=[O:37])[C@@H:32]([OH:42])[C@H:31]2[OH:43])[CH:52]=[CH:51][CH:50]=[CH:49][CH:48]=1, predict the reactants needed to synthesize it. The reactants are: FC(F)(F)C(O)=O.C(OC([N:15]1[CH2:19][CH2:18][C@H:17]([NH:20][C:21]2[N:29]=[C:28]3[C:24]([N:25]=[CH:26][N:27]3[C@@H:30]3[CH2:34][C@H:33]([NH:35][C:36]([CH:38]4[CH2:41][CH2:40][CH2:39]4)=[O:37])[C@@H:32]([OH:42])[C@H:31]3[OH:43])=[C:23]([NH:44][CH2:45][CH:46]([C:53]3[CH:58]=[CH:57][CH:56]=[CH:55][CH:54]=3)[C:47]3[CH:52]=[CH:51][CH:50]=[CH:49][CH:48]=3)[N:22]=2)[CH2:16]1)=O)(C)(C)C.[ClH:59]. (6) The reactants are: [F:1][C:2]1[CH:3]=[C:4]([OH:9])[CH:5]=[CH:6][C:7]=1[F:8].F[C:11]1[CH:16]=[CH:15][C:14]([F:17])=[CH:13][C:12]=1[N+:18]([O-:20])=[O:19].[F:21][C:22]1[CH:23]=[C:24]([CH:34]=[CH:35][C:36]=1[F:37])[O:25][C:26]1[CH:32]=[CH:31][C:30]([F:33])=[CH:29][C:27]=1[NH2:28].[NH2:38][C:39]1[S:40][CH:41]=[CH:42][N:43]=1. Given the product [F:1][C:2]1[CH:3]=[C:4]([CH:5]=[CH:6][C:7]=1[F:8])[O:9][C:11]1[CH:16]=[CH:15][C:14]([F:17])=[CH:13][C:12]=1[N+:18]([O-:20])=[O:19].[F:21][C:22]1[CH:23]=[C:24]([CH:34]=[CH:35][C:36]=1[F:37])[O:25][C:26]1[CH:32]=[CH:31][C:30]([F:33])=[CH:29][C:27]=1[NH:28][C:4]([NH:38][C:39]1[S:40][CH:41]=[CH:42][N:43]=1)=[O:9], predict the reactants needed to synthesize it. (7) Given the product [CH3:26][CH:6]1[CH2:5][C@H:4]2[C@H:8]([CH2:9][N:10]([C:11]([C:13]3[N:14]=[C:15]([CH3:25])[S:16][C:17]=3[C:18]3[CH:19]=[C:20]([CH3:24])[CH:21]=[CH:22][CH:23]=3)=[O:12])[C@@H:3]2[CH2:2][NH:1][C:34]([C:32]2[CH:31]=[CH:30][CH:29]=[C:28]([CH3:27])[N:33]=2)=[O:35])[CH2:7]1, predict the reactants needed to synthesize it. The reactants are: [NH2:1][CH2:2][C@H:3]1[N:10]([C:11]([C:13]2[N:14]=[C:15]([CH3:25])[S:16][C:17]=2[C:18]2[CH:19]=[C:20]([CH3:24])[CH:21]=[CH:22][CH:23]=2)=[O:12])[CH2:9][C@H:8]2[C@@H:4]1[CH2:5][CH:6]([CH3:26])[CH2:7]2.[CH3:27][C:28]1[N:33]=[C:32]([C:34](O)=[O:35])[CH:31]=[CH:30][CH:29]=1. (8) Given the product [Br:1][C:8]1[CH:7]=[C:6]([S:9]([CH3:12])(=[O:11])=[O:10])[CH:5]=[CH:4][C:3]=1[CH3:13], predict the reactants needed to synthesize it. The reactants are: [Br:1]Br.[C:3]1([CH3:13])[CH:8]=[CH:7][C:6]([S:9]([CH3:12])(=[O:11])=[O:10])=[CH:5][CH:4]=1.S([O-])([O-])(=O)=S.[Na+].[Na+]. (9) Given the product [CH3:6][N:7]1[CH2:8][CH:9]=[C:10]([C:13]2[C:21]3[C:16](=[CH:17][CH:18]=[C:19]([C:22]#[N:24])[CH:20]=3)[NH:15][CH:14]=2)[CH2:11][CH2:12]1, predict the reactants needed to synthesize it. The reactants are: OS(O)(=O)=O.[CH3:6][N:7]1[CH2:12][CH:11]=[C:10]([C:13]2[C:21]3[C:16](=[CH:17][CH:18]=[C:19]([C:22]([NH2:24])=O)[CH:20]=3)[NH:15][CH:14]=2)[CH2:9][CH2:8]1. (10) Given the product [CH3:10][S:11]([N:37]1[CH2:36][C@@H:35]([C:39]2[CH:44]=[C:43]([F:45])[C:42]([F:46])=[C:41]([F:47])[CH:40]=2)[N:34]2[C:48](=[O:49])/[C:30](=[CH:29]/[C:19]3[CH:20]=[CH:21][C:22]([N:23]4[CH:27]=[C:26]([CH3:28])[N:25]=[CH:24]4)=[C:17]([O:16][CH3:15])[CH:18]=3)/[CH2:31][CH2:32][C@H:33]2[CH2:38]1)(=[O:13])=[O:12], predict the reactants needed to synthesize it. The reactants are: C(N(C(C)C)CC)(C)C.[CH3:10][S:11](Cl)(=[O:13])=[O:12].[CH3:15][O:16][C:17]1[CH:18]=[C:19](/[CH:29]=[C:30]2\[CH2:31][CH2:32][C@H:33]3[CH2:38][NH:37][CH2:36][C@@H:35]([C:39]4[CH:44]=[C:43]([F:45])[C:42]([F:46])=[C:41]([F:47])[CH:40]=4)[N:34]3[C:48]\2=[O:49])[CH:20]=[CH:21][C:22]=1[N:23]1[CH:27]=[C:26]([CH3:28])[N:25]=[CH:24]1.O.C(=O)(O)[O-].[Na+].